Dataset: NCI-60 drug combinations with 297,098 pairs across 59 cell lines. Task: Regression. Given two drug SMILES strings and cell line genomic features, predict the synergy score measuring deviation from expected non-interaction effect. (1) Drug 1: C1=NNC2=C1C(=O)NC=N2. Drug 2: CC12CCC3C(C1CCC2OP(=O)(O)O)CCC4=C3C=CC(=C4)OC(=O)N(CCCl)CCCl.[Na+]. Cell line: HOP-92. Synergy scores: CSS=5.20, Synergy_ZIP=1.31, Synergy_Bliss=5.39, Synergy_Loewe=0.363, Synergy_HSA=1.55. (2) Drug 1: C1=CC(=CC=C1CCCC(=O)O)N(CCCl)CCCl. Drug 2: CC1CCC2CC(C(=CC=CC=CC(CC(C(=O)C(C(C(=CC(C(=O)CC(OC(=O)C3CCCCN3C(=O)C(=O)C1(O2)O)C(C)CC4CCC(C(C4)OC)OCCO)C)C)O)OC)C)C)C)OC. Cell line: MCF7. Synergy scores: CSS=44.3, Synergy_ZIP=4.56, Synergy_Bliss=3.93, Synergy_Loewe=8.64, Synergy_HSA=10.2. (3) Drug 1: CCC1(CC2CC(C3=C(CCN(C2)C1)C4=CC=CC=C4N3)(C5=C(C=C6C(=C5)C78CCN9C7C(C=CC9)(C(C(C8N6C)(C(=O)OC)O)OC(=O)C)CC)OC)C(=O)OC)O.OS(=O)(=O)O. Drug 2: CC1C(C(CC(O1)OC2CC(CC3=C2C(=C4C(=C3O)C(=O)C5=C(C4=O)C(=CC=C5)OC)O)(C(=O)CO)O)N)O.Cl. Cell line: HL-60(TB). Synergy scores: CSS=59.5, Synergy_ZIP=0.0136, Synergy_Bliss=1.77, Synergy_Loewe=2.93, Synergy_HSA=3.66. (4) Drug 1: C1CCC(C1)C(CC#N)N2C=C(C=N2)C3=C4C=CNC4=NC=N3. Drug 2: COC1=CC(=CC(=C1O)OC)C2C3C(COC3=O)C(C4=CC5=C(C=C24)OCO5)OC6C(C(C7C(O6)COC(O7)C8=CC=CS8)O)O. Cell line: EKVX. Synergy scores: CSS=33.8, Synergy_ZIP=-6.77, Synergy_Bliss=1.90, Synergy_Loewe=3.15, Synergy_HSA=3.36. (5) Drug 1: CN1CCC(CC1)COC2=C(C=C3C(=C2)N=CN=C3NC4=C(C=C(C=C4)Br)F)OC. Drug 2: C1CC(=O)NC(=O)C1N2CC3=C(C2=O)C=CC=C3N. Cell line: K-562. Synergy scores: CSS=40.7, Synergy_ZIP=0.148, Synergy_Bliss=-2.59, Synergy_Loewe=-48.2, Synergy_HSA=-1.88. (6) Drug 1: CS(=O)(=O)C1=CC(=C(C=C1)C(=O)NC2=CC(=C(C=C2)Cl)C3=CC=CC=N3)Cl. Drug 2: CNC(=O)C1=NC=CC(=C1)OC2=CC=C(C=C2)NC(=O)NC3=CC(=C(C=C3)Cl)C(F)(F)F. Cell line: OVCAR-8. Synergy scores: CSS=32.2, Synergy_ZIP=-6.60, Synergy_Bliss=-4.13, Synergy_Loewe=-17.0, Synergy_HSA=-3.78. (7) Drug 1: C1CCC(CC1)NC(=O)N(CCCl)N=O. Drug 2: CC1CCC2CC(C(=CC=CC=CC(CC(C(=O)C(C(C(=CC(C(=O)CC(OC(=O)C3CCCCN3C(=O)C(=O)C1(O2)O)C(C)CC4CCC(C(C4)OC)O)C)C)O)OC)C)C)C)OC. Cell line: U251. Synergy scores: CSS=39.6, Synergy_ZIP=-14.3, Synergy_Bliss=-5.46, Synergy_Loewe=-1.57, Synergy_HSA=-0.595.